From a dataset of Forward reaction prediction with 1.9M reactions from USPTO patents (1976-2016). Predict the product of the given reaction. (1) Given the reactants [NH2:1][C:2]1[C:3]([C:9]([OH:11])=O)=[N:4][CH:5]=[C:6]([Br:8])[CH:7]=1.[NH2:12][C:13](N)=[O:14], predict the reaction product. The product is: [Br:8][C:6]1[CH:5]=[N:4][C:3]2[C:9]([OH:11])=[N:12][C:13]([OH:14])=[N:1][C:2]=2[CH:7]=1. (2) Given the reactants [CH3:1][O:2][C:3]1[CH:8]=[C:7]([CH:9]=[CH2:10])[CH:6]=[CH:5][C:4]=1[C:11]1[CH:16]=[CH:15][C:14]([C:17]([O:19][CH3:20])=[O:18])=[CH:13][CH:12]=1.B.C(=O)([O-])[O-:23].[Na+].[Na+].OO, predict the reaction product. The product is: [OH:23][CH2:10][CH2:9][C:7]1[CH:6]=[CH:5][C:4]([C:11]2[CH:12]=[CH:13][C:14]([C:17]([O:19][CH3:20])=[O:18])=[CH:15][CH:16]=2)=[C:3]([O:2][CH3:1])[CH:8]=1. (3) Given the reactants [CH2:1]([C@H:3]1[C:11]2[C:6](=[CH:7][C:8]([C:12](=[O:26])[NH:13][CH2:14][C:15]3[CH:20]=[CH:19][C:18]([S:21](CC)(=[O:23])=[O:22])=[CH:17][N:16]=3)=[CH:9][CH:10]=2)[CH2:5][N:4]1[C:27]([O:29][C:30]([CH3:33])([CH3:32])[CH3:31])=[O:28])[CH3:2].C(O[C:39]([N:41]1CC2C(=CC=C(C(O)=O)C=2)[C@@H]1CC)=O)(C)(C)C.NCC1N=CC(S(NC)(=O)=O)=CC=1, predict the reaction product. The product is: [CH2:1]([C@H:3]1[C:11]2[C:6](=[CH:7][C:8]([C:12](=[O:26])[NH:13][CH2:14][C:15]3[CH:20]=[CH:19][C:18]([S:21](=[O:23])(=[O:22])[NH:41][CH3:39])=[CH:17][N:16]=3)=[CH:9][CH:10]=2)[CH2:5][N:4]1[C:27]([O:29][C:30]([CH3:31])([CH3:33])[CH3:32])=[O:28])[CH3:2]. (4) Given the reactants C([O:3][C:4]([C:6]1[CH:7]=[C:8]([C:12]2[C:13]([C:18]3[CH:23]=[C:22]([Cl:24])[CH:21]=[CH:20][C:19]=3[O:25][CH2:26][CH2:27][CH:28]([CH3:30])[CH3:29])=[CH:14][CH:15]=[CH:16][CH:17]=2)[CH:9]=[CH:10][CH:11]=1)=[O:5])C.[OH-].[Na+].Cl, predict the reaction product. The product is: [Cl:24][C:22]1[CH:21]=[CH:20][C:19]([O:25][CH2:26][CH2:27][CH:28]([CH3:30])[CH3:29])=[C:18]([C:13]2[C:12]([C:8]3[CH:9]=[CH:10][CH:11]=[C:6]([C:4]([OH:5])=[O:3])[CH:7]=3)=[CH:17][CH:16]=[CH:15][CH:14]=2)[CH:23]=1. (5) The product is: [F:13][C:14]1[CH:20]=[CH:19][CH:18]=[C:17]([F:21])[C:15]=1[N:16]=[C:1]([C:4]1[CH:9]=[CH:8][CH:7]=[C:6]([C:10](=[N:16][C:15]2[C:14]([F:13])=[CH:20][CH:19]=[CH:18][C:17]=2[F:21])[CH3:11])[N:5]=1)[CH3:2]. Given the reactants [C:1]([C:4]1[CH:9]=[CH:8][CH:7]=[C:6]([C:10](=O)[CH3:11])[N:5]=1)(=O)[CH3:2].[F:13][C:14]1[CH:20]=[CH:19][CH:18]=[C:17]([F:21])[C:15]=1[NH2:16], predict the reaction product. (6) Given the reactants [CH3:1][C:2]1[C:6]([C:7]2[CH:13]=[C:12]([N+:14]([O-])=O)[C:10]([NH2:11])=[C:9]([I:17])[CH:8]=2)=[C:5]([CH3:18])[O:4][N:3]=1.[Sn](Cl)Cl, predict the reaction product. The product is: [CH3:1][C:2]1[C:6]([C:7]2[CH:13]=[C:12]([NH2:14])[C:10]([NH2:11])=[C:9]([I:17])[CH:8]=2)=[C:5]([CH3:18])[O:4][N:3]=1. (7) Given the reactants Cl.[NH2:2][C@@H:3]1[C@@H:8]([OH:9])[C@H:7]([CH2:10][C:11]2[CH:16]=[C:15]([O:17][C@H:18]([CH2:23][O:24][CH3:25])[C:19]([F:22])([F:21])[F:20])[C:14]([N+:26]([O-])=O)=[C:13]([F:29])[CH:12]=2)[CH2:6][S@@:5](=[O:30])[CH2:4]1.[CH3:31][C:32]1([C:35]2[CH:36]=[C:37]([CH:40]=[CH:41][CH:42]=2)[CH:38]=O)[CH2:34][CH2:33]1, predict the reaction product. The product is: [NH2:26][C:14]1[C:15]([O:17][C@H:18]([CH2:23][O:24][CH3:25])[C:19]([F:22])([F:21])[F:20])=[CH:16][C:11]([CH2:10][C@H:7]2[C@H:8]([OH:9])[C@@H:3]([NH:2][CH2:38][C:37]3[CH:40]=[CH:41][CH:42]=[C:35]([C:32]4([CH3:31])[CH2:33][CH2:34]4)[CH:36]=3)[CH2:4][S@:5](=[O:30])[CH2:6]2)=[CH:12][C:13]=1[F:29]. (8) Given the reactants [C:1]1([S:7]([N:10]2[CH:14]=[C:13]([CH2:15][C:16]([O:18][CH3:19])=[O:17])[N:12]=[CH:11]2)(=[O:9])=[O:8])[CH:6]=[CH:5][CH:4]=[CH:3][CH:2]=1.C[Si]([N-][Si](C)(C)C)(C)C.[Li+].Br[CH2:31][C:32]1[CH:33]=[CH:34][C:35]([NH:38][C:39](=[O:45])[O:40][C:41]([CH3:44])([CH3:43])[CH3:42])=[N:36][CH:37]=1.[C:46]([O-])(O)=O.[Na+], predict the reaction product. The product is: [C:41]([O:40][C:39]([NH:38][C:35]1[N:36]=[CH:37][C:32]([CH2:31][CH:15]([C:13]2[N:12]=[CH:11][N:10]([S:7]([C:1]3[CH:2]=[CH:3][C:4]([CH3:46])=[CH:5][CH:6]=3)(=[O:8])=[O:9])[CH:14]=2)[C:16]([O:18][CH3:19])=[O:17])=[CH:33][CH:34]=1)=[O:45])([CH3:44])([CH3:43])[CH3:42].